Dataset: Full USPTO retrosynthesis dataset with 1.9M reactions from patents (1976-2016). Task: Predict the reactants needed to synthesize the given product. (1) Given the product [CH3:1][O:2][C:3]1[CH:4]=[C:5]2[C:10](=[CH:11][C:12]=1[O:13][CH3:14])[N:9]=[CH:8][CH:7]=[C:6]2[O:15][C:16]1[CH:22]=[CH:21][C:19]([NH:20][C:26](=[O:28])[O:46][CH:42]([CH2:41][CH2:40][N:39]([CH2:37][CH3:38])[CH2:47][CH3:48])[CH2:43][CH2:44][CH3:45])=[C:18]([CH3:23])[C:17]=1[CH3:24], predict the reactants needed to synthesize it. The reactants are: [CH3:1][O:2][C:3]1[CH:4]=[C:5]2[C:10](=[CH:11][C:12]=1[O:13][CH3:14])[N:9]=[CH:8][CH:7]=[C:6]2[O:15][C:16]1[CH:22]=[CH:21][C:19]([NH2:20])=[C:18]([CH3:23])[C:17]=1[CH3:24].Cl[C:26](Cl)([O:28]C(=O)OC(Cl)(Cl)Cl)Cl.[CH2:37]([N:39]([CH2:47][CH3:48])[CH2:40][CH2:41][CH:42]([OH:46])[CH2:43][CH2:44][CH3:45])[CH3:38].C(=O)(O)[O-].[Na+]. (2) Given the product [NH2:15][CH2:14][CH:13]([CH:7]1[CH2:12][CH2:11][CH2:10][CH2:9][CH2:8]1)[OH:16], predict the reactants needed to synthesize it. The reactants are: [H-].[Al+3].[Li+].[H-].[H-].[H-].[CH:7]1([CH:13]([OH:16])[C:14]#[N:15])[CH2:12][CH2:11][CH2:10][CH2:9][CH2:8]1. (3) The reactants are: Br[C:2]1[CH:3]=[N:4][C:5]([O:8][C@@H:9]2[C@H:16]3[CH2:17][N:12]([CH2:13][CH2:14][CH2:15]3)[CH2:11][CH2:10]2)=[N:6][CH:7]=1.[NH:18]1[C:26]2[C:21](=[CH:22][C:23](B(O)O)=[CH:24][CH:25]=2)[CH:20]=[CH:19]1.C([O-])([O-])=O.[Na+].[Na+]. Given the product [NH:18]1[C:26]2[C:21](=[CH:22][C:23]([C:2]3[CH:3]=[N:4][C:5]([O:8][C@@H:9]4[C@H:16]5[CH2:17][N:12]([CH2:13][CH2:14][CH2:15]5)[CH2:11][CH2:10]4)=[N:6][CH:7]=3)=[CH:24][CH:25]=2)[CH:20]=[CH:19]1, predict the reactants needed to synthesize it. (4) Given the product [F:1][C:2]1[C:9]([N+:10]([O-:12])=[O:11])=[CH:8][CH:7]=[CH:6][C:3]=1[C:4]([OH:14])=[O:5], predict the reactants needed to synthesize it. The reactants are: [F:1][C:2]1[C:9]([N+:10]([O-:12])=[O:11])=[CH:8][CH:7]=[CH:6][C:3]=1[CH:4]=[O:5].Cl([O-])=[O:14].[Na+].O1CCOCC1.S(=O)(=O)(O)N.